From a dataset of Full USPTO retrosynthesis dataset with 1.9M reactions from patents (1976-2016). Predict the reactants needed to synthesize the given product. (1) The reactants are: [C:1]([C:3]1[CH:26]=[CH:25][C:6]([O:7][CH2:8][CH:9]([NH:20][S:21]([CH3:24])(=[O:23])=[O:22])[CH2:10][N:11]2[CH2:18][CH:17]3[CH2:19][CH:13]([CH2:14][NH:15][CH2:16]3)[CH2:12]2)=[CH:5][CH:4]=1)#[N:2].[CH2:27]([N:29]=[C:30]=[O:31])[CH3:28]. Given the product [C:1]([C:3]1[CH:4]=[CH:5][C:6]([O:7][CH2:8][CH:9]([NH:20][S:21]([CH3:24])(=[O:22])=[O:23])[CH2:10][N:11]2[CH2:18][CH:17]3[CH2:19][CH:13]([CH2:14][N:15]([C:30]([NH:29][CH2:27][CH3:28])=[O:31])[CH2:16]3)[CH2:12]2)=[CH:25][CH:26]=1)#[N:2], predict the reactants needed to synthesize it. (2) Given the product [CH:6]([O:8][CH2:9][CH2:10][C:14]1([OH:23])[CH:15]2[CH2:21][CH:19]3[CH2:18][CH:17]([CH2:22][CH:13]1[CH2:20]3)[CH2:16]2)=[CH2:7], predict the reactants needed to synthesize it. The reactants are: [Mg].BrC(Br)C.[CH:6]([O:8][CH2:9][CH2:10]CCl)=[CH2:7].[CH:13]12[CH2:22][CH:17]3[CH2:18][CH:19]([CH2:21][CH:15]([CH2:16]3)[C:14]1=[O:23])[CH2:20]2.